Dataset: Reaction yield outcomes from USPTO patents with 853,638 reactions. Task: Predict the reaction yield, written as a fraction of the theoretical maximum amount of product (1.0 means a 100% yield; for example, 0.34 means a 34% yield). (1) The reactants are Br[CH2:2][CH2:3][O:4][CH2:5][CH2:6][Br:7].[Cl:8][C:9]1[CH:28]=[CH:27][C:12]([NH:13][C:14]2[C:23]3[C:18](=[CH:19][C:20]([OH:26])=[C:21]([O:24][CH3:25])[CH:22]=3)[N:17]=[CH:16][N:15]=2)=[C:11]([F:29])[CH:10]=1.C(=O)([O-])[O-].[K+].[K+]. The catalyst is CN(C=O)C. The product is [Br:7][CH2:6][CH2:5][O:4][CH2:3][CH2:2][O:26][C:20]1[CH:19]=[C:18]2[C:23]([C:14]([NH:13][C:12]3[CH:27]=[CH:28][C:9]([Cl:8])=[CH:10][C:11]=3[F:29])=[N:15][CH:16]=[N:17]2)=[CH:22][C:21]=1[O:24][CH3:25]. The yield is 0.520. (2) The reactants are Cl[CH2:2][CH2:3][CH:4]=[C:5]1[C:11]2[CH:12]=[CH:13][CH:14]=[CH:15][C:10]=2[CH2:9][O:8][C:7]2[CH:16]=[CH:17][CH:18]=[CH:19][C:6]1=2.[CH3:20][NH:21][CH3:22].O.Cl. The catalyst is O1CCCC1.C(O)C. The product is [CH3:20][N:21]([CH3:22])[CH2:2][CH2:3][CH:4]=[C:5]1[C:11]2[CH:12]=[CH:13][CH:14]=[CH:15][C:10]=2[CH2:9][O:8][C:7]2[CH:16]=[CH:17][CH:18]=[CH:19][C:6]1=2. The yield is 0.735.